From a dataset of Peptide-MHC class I binding affinity with 185,985 pairs from IEDB/IMGT. Regression. Given a peptide amino acid sequence and an MHC pseudo amino acid sequence, predict their binding affinity value. This is MHC class I binding data. (1) The peptide sequence is YVNGVVVATV. The MHC is HLA-A02:01 with pseudo-sequence HLA-A02:01. The binding affinity (normalized) is 0.432. (2) The peptide sequence is DIVRVFNEY. The MHC is HLA-B08:02 with pseudo-sequence HLA-B08:02. The binding affinity (normalized) is 0.0847. (3) The peptide sequence is RSNAILHNIY. The MHC is HLA-A03:01 with pseudo-sequence HLA-A03:01. The binding affinity (normalized) is 0.240. (4) The peptide sequence is RRIYDLIEL. The MHC is HLA-B08:01 with pseudo-sequence HLA-B08:01. The binding affinity (normalized) is 0.0552. (5) The peptide sequence is HLFYSAVLL. The MHC is HLA-A02:06 with pseudo-sequence HLA-A02:06. The binding affinity (normalized) is 0.534. (6) The peptide sequence is DARIYSDPLA. The MHC is HLA-A30:01 with pseudo-sequence HLA-A30:01. The binding affinity (normalized) is 0.389. (7) The peptide sequence is MQQSGDEAF. The MHC is HLA-A02:01 with pseudo-sequence HLA-A02:01. The binding affinity (normalized) is 0.0847. (8) The MHC is HLA-A29:02 with pseudo-sequence HLA-A29:02. The binding affinity (normalized) is 0.974. The peptide sequence is LITEQFLCY. (9) The peptide sequence is FLQDESAYV. The MHC is HLA-A26:01 with pseudo-sequence HLA-A26:01. The binding affinity (normalized) is 0.0847. (10) The peptide sequence is SFFGPIGKLI. The binding affinity (normalized) is 0.560. The MHC is HLA-A02:06 with pseudo-sequence HLA-A02:06.